From a dataset of Catalyst prediction with 721,799 reactions and 888 catalyst types from USPTO. Predict which catalyst facilitates the given reaction. Reactant: [CH2:1]([O:8][C:9]1[CH:10]=[C:11](/[CH:15]=[CH:16]/[C:17](O)=[O:18])[CH:12]=[CH:13][CH:14]=1)[C:2]1[CH:7]=[CH:6][CH:5]=[CH:4][CH:3]=1.C(N(CC)CC)C.ClC(OCC)=O.[BH4-].[Li+].[OH-].[Na+]. Product: [CH2:1]([O:8][C:9]1[CH:10]=[C:11](/[CH:15]=[CH:16]/[CH2:17][OH:18])[CH:12]=[CH:13][CH:14]=1)[C:2]1[CH:3]=[CH:4][CH:5]=[CH:6][CH:7]=1. The catalyst class is: 6.